This data is from HIV replication inhibition screening data with 41,000+ compounds from the AIDS Antiviral Screen. The task is: Binary Classification. Given a drug SMILES string, predict its activity (active/inactive) in a high-throughput screening assay against a specified biological target. The molecule is CNC(=S)SSC(=S)NCCNC(=S)SSC(=S)NC. The result is 0 (inactive).